This data is from Catalyst prediction with 721,799 reactions and 888 catalyst types from USPTO. The task is: Predict which catalyst facilitates the given reaction. (1) Reactant: [NH:1]1[C:9]2[CH:8]=[CH:7][N:6]=[CH:5][C:4]=2[N:3]=[C:2]1[SH:10].[C:11](=O)([O-])[O-].[K+].[K+].CI. Product: [CH3:11][S:10][C:2]1[NH:1][C:9]2[CH:8]=[CH:7][N:6]=[CH:5][C:4]=2[N:3]=1. The catalyst class is: 21. (2) Reactant: [NH2:1][CH2:2][C@H:3]1[C@@H:8]([CH3:9])[CH2:7][CH2:6][CH2:5][N:4]1[C:10]([C:12]1[N:13]=[C:14]([CH3:24])[S:15][C:16]=1[C:17]1[CH:22]=[CH:21][C:20]([F:23])=[CH:19][CH:18]=1)=[O:11].Cl[C:26]1[O:27][C:28]2[CH:34]=[CH:33][CH:32]=[CH:31][C:29]=2[N:30]=1.CCN(C(C)C)C(C)C. Product: [O:27]1[C:28]2[CH:34]=[CH:33][CH:32]=[CH:31][C:29]=2[N:30]=[C:26]1[NH:1][CH2:2][C@H:3]1[C@@H:8]([CH3:9])[CH2:7][CH2:6][CH2:5][N:4]1[C:10]([C:12]1[N:13]=[C:14]([CH3:24])[S:15][C:16]=1[C:17]1[CH:18]=[CH:19][C:20]([F:23])=[CH:21][CH:22]=1)=[O:11]. The catalyst class is: 2.